From a dataset of Full USPTO retrosynthesis dataset with 1.9M reactions from patents (1976-2016). Predict the reactants needed to synthesize the given product. (1) Given the product [C@H:1]([NH:5][S:6]([C:9]1[CH:18]=[C:17]2[C:12]([CH2:13][CH2:14][N:15]([C:24]3[CH:25]=[CH:26][C:21]([F:20])=[C:22]([F:28])[CH:23]=3)[C:16]2=[O:19])=[CH:11][CH:10]=1)(=[O:8])=[O:7])([CH2:3][CH3:4])[CH3:2], predict the reactants needed to synthesize it. The reactants are: [C@H:1]([NH:5][S:6]([C:9]1[CH:18]=[C:17]2[C:12]([CH2:13][CH2:14][NH:15][C:16]2=[O:19])=[CH:11][CH:10]=1)(=[O:8])=[O:7])([CH2:3][CH3:4])[CH3:2].[F:20][C:21]1[CH:26]=[CH:25][C:24](I)=[CH:23][C:22]=1[F:28].C(=O)([O-])[O-].[K+].[K+]. (2) Given the product [C:1]1([N:7]2[C:15]3[CH2:14][CH2:13][NH:12][CH2:11][C:10]=3[N:9]=[CH:8]2)[CH:2]=[CH:3][CH:4]=[CH:5][CH:6]=1, predict the reactants needed to synthesize it. The reactants are: [C:1]1([N:7]2[C:15]3[CH:14]=[CH:13][N:12]=[CH:11][C:10]=3[N:9]=[CH:8]2)[CH:6]=[CH:5][CH:4]=[CH:3][CH:2]=1. (3) Given the product [C:18]([SiH2:22][O:12][C:37]([CH3:38])([CH3:39])[C:36]1([CH:43]=[O:42])[CH2:5][CH2:6][CH:1]=[CH:2][CH2:3]1)([CH3:21])([CH3:20])[CH3:19], predict the reactants needed to synthesize it. The reactants are: [C:1]1(CO)(CO)[CH2:6][CH2:5]C=[CH:3][CH2:2]1.S(Cl)(Cl)=[O:12].[C-]#N.[Na+].[C:18]([Si:22](C)(C)Cl)([CH3:21])([CH3:20])[CH3:19].N1C=CN=C1.[CH3:36][CH:37]([CH2:39][AlH][CH2:36][CH:37]([CH3:39])[CH3:38])[CH3:38].C([O:42][CH2:43]C)C.